This data is from Forward reaction prediction with 1.9M reactions from USPTO patents (1976-2016). The task is: Predict the product of the given reaction. The product is: [CH2:62]([O:34][C:33]([C:28]1([NH:27][C:25]([CH:22]2[CH2:21][CH:20]([O:19][C:7]3[C:6]4[C:11](=[CH:12][C:3]([O:2][CH3:1])=[CH:4][CH:5]=4)[N:10]=[C:9]([C:13]4[CH:14]=[CH:15][CH:16]=[CH:17][CH:18]=4)[CH:8]=3)[CH2:24][N:23]2[C:36]([N:53]([CH2:54][CH2:55][CH2:56][CH2:57][CH2:58][CH:59]=[CH2:60])[NH:52][C:50]([O:49][C:45]([CH3:48])([CH3:47])[CH3:46])=[O:51])=[O:39])=[O:26])[CH2:30][CH:29]1[CH:31]=[CH2:32])=[O:35])[CH3:63]. Given the reactants [CH3:1][O:2][C:3]1[CH:12]=[C:11]2[C:6]([C:7]([O:19][C@H:20]3[CH2:24][NH:23][C@H:22]([C:25]([NH:27][C@:28]4([C:33]([OH:35])=[O:34])[CH2:30][C@H:29]4[CH:31]=[CH2:32])=[O:26])[CH2:21]3)=[CH:8][C:9]([C:13]3[CH:18]=[CH:17][CH:16]=[CH:15][CH:14]=3)=[N:10]2)=[CH:5][CH:4]=1.[C:36](=[O:39])([O-])O.[Na+].C(Cl)(Cl)=O.[C:45]([O:49][C:50]([NH:52][NH:53][CH2:54][CH2:55][CH2:56][CH2:57][CH2:58][CH:59]=[CH2:60])=[O:51])([CH3:48])([CH3:47])[CH3:46].O1CC[CH2:63][CH2:62]1, predict the reaction product.